This data is from Forward reaction prediction with 1.9M reactions from USPTO patents (1976-2016). The task is: Predict the product of the given reaction. (1) Given the reactants [O:1]1[C:10]2[CH:9]=[C:8]([CH2:11][N:12]([CH:20]3[CH2:25][CH2:24][N:23]([CH2:26][CH:27]4[C:36]5[C:31]6=[C:32]([S:38][C:39](=[O:40])[N:30]6[CH2:29][CH2:28]4)[CH:33]=[CH:34][C:35]=5[F:37])[CH2:22][CH2:21]3)C(=O)OC(C)(C)C)[N:7]=[CH:6][C:5]=2[O:4][CH2:3][CH2:2]1.[ClH:41], predict the reaction product. The product is: [ClH:41].[ClH:41].[O:1]1[C:10]2[CH:9]=[C:8]([CH2:11][NH:12][CH:20]3[CH2:25][CH2:24][N:23]([CH2:26][CH:27]4[C:36]5[C:31]6=[C:32]([S:38][C:39](=[O:40])[N:30]6[CH2:29][CH2:28]4)[CH:33]=[CH:34][C:35]=5[F:37])[CH2:22][CH2:21]3)[N:7]=[CH:6][C:5]=2[O:4][CH2:3][CH2:2]1. (2) The product is: [N:32]1([C:11]([C:6]2[CH:7]=[N:8][N:9]([CH3:10])[C:5]=2[C:2]([NH2:3])=[O:4])=[O:13])[CH2:35][CH2:34][CH2:33]1. Given the reactants [Na+].[C:2]([C:5]1[N:9]([CH3:10])[N:8]=[CH:7][C:6]=1[C:11]([O-:13])=O)(=[O:4])[NH2:3].C(P1(=O)OP(CCC)(=O)OP(CCC)(=O)O1)CC.[NH:32]1[CH2:35][CH2:34][CH2:33]1, predict the reaction product.